This data is from Human liver microsome stability data. The task is: Regression/Classification. Given a drug SMILES string, predict its absorption, distribution, metabolism, or excretion properties. Task type varies by dataset: regression for continuous measurements (e.g., permeability, clearance, half-life) or binary classification for categorical outcomes (e.g., BBB penetration, CYP inhibition). Dataset: hlm. The compound is NC1CN(c2cc(-c3ccsc3)ncn2)CC1c1ccc(Cl)cc1Cl. The result is 0 (unstable in human liver microsomes).